From a dataset of Retrosynthesis with 50K atom-mapped reactions and 10 reaction types from USPTO. Predict the reactants needed to synthesize the given product. (1) Given the product FC(F)(F)Cn1c(N2CCCNCC2)nc2ccccc21, predict the reactants needed to synthesize it. The reactants are: CC(C)(C)OC(=O)N1CCCN(c2nc3ccccc3n2CC(F)(F)F)CC1. (2) Given the product CC(C)(CNc1ccc(-c2c[nH]c(N)n2)nn1)c1ccc(F)cc1, predict the reactants needed to synthesize it. The reactants are: CC(=O)Nc1nc(-c2ccc(NCC(C)(C)c3ccc(F)cc3)nn2)c[nH]1. (3) Given the product CC(=O)Oc1cccc(F)c1F, predict the reactants needed to synthesize it. The reactants are: CC(=O)Cl.Oc1cccc(F)c1F. (4) Given the product C[C@H]1CN(c2c(CO[Si](c3ccccc3)(c3ccccc3)C(C)(C)C)cc(C(=NO)C(F)(F)F)c(F)c2F)C[C@@H](C)O1, predict the reactants needed to synthesize it. The reactants are: C[C@H]1CN(c2c(CO[Si](c3ccccc3)(c3ccccc3)C(C)(C)C)cc(C(=O)C(F)(F)F)c(F)c2F)C[C@@H](C)O1.NO.